The task is: Regression. Given a peptide amino acid sequence and an MHC pseudo amino acid sequence, predict their binding affinity value. This is MHC class II binding data.. This data is from Peptide-MHC class II binding affinity with 134,281 pairs from IEDB. The peptide sequence is APPPQLPRPPATPPP. The MHC is HLA-DPA10201-DPB10101 with pseudo-sequence HLA-DPA10201-DPB10101. The binding affinity (normalized) is 0.0166.